This data is from Catalyst prediction with 721,799 reactions and 888 catalyst types from USPTO. The task is: Predict which catalyst facilitates the given reaction. (1) Reactant: Br[CH2:2][CH2:3][CH:4]([C:11]1[CH:16]=[CH:15][CH:14]=[CH:13][CH:12]=1)[C:5]1[CH:10]=[CH:9][CH:8]=[CH:7][CH:6]=1.[C-]#N.[K+].C[CH2:21][N:22](CC)CC.[Cl:27][CH2:28][C:29](Cl)=[O:30]. Product: [Cl:27][CH2:28][C:29]([NH:22][CH2:21][CH2:2][CH2:3][CH:4]([C:11]1[CH:16]=[CH:15][CH:14]=[CH:13][CH:12]=1)[C:5]1[CH:10]=[CH:9][CH:8]=[CH:7][CH:6]=1)=[O:30]. The catalyst class is: 16. (2) Reactant: [N+:1]([C:4]1[CH:19]=[C:18](S(C)(=O)=O)[CH:17]=[CH:16][C:5]=1C(C1C(=O)CCCC1=O)=O)([O-])=[O:2].[OH-:24].[Cu+2:25].[OH-:26].[N+]([O-])([O-])=[O:28].[NH4+:31].[Cu].[N+:33]([C:36]1C=C(S(C)(=O)=O)C=C[C:37]=1[C:38]([CH:40]1C(=O)CC[CH2:42][C:41]1=O)=O)([O-])=O. Product: [CH:40]1[CH:38]=[C:37]([C:36]([N-:33][C:19]([C:4]2[N:1]=[CH:18][CH:17]=[CH:16][CH:5]=2)=[O:26])=[O:24])[N:31]=[CH:42][CH:41]=1.[OH2:2].[OH2:28].[Cu+2:25]. The catalyst class is: 86. (3) Product: [Cl:17][C:18]1[CH:19]=[C:20]([NH:24][C:25]([N:7]2[C@@H:8]([CH3:10])[CH2:9][C:4]3=[N:3][N:2]([CH3:1])[C:11]([C:12]4[S:13][CH:14]=[CH:15][CH:16]=4)=[C:5]3[CH2:6]2)=[O:26])[CH:21]=[CH:22][CH:23]=1. The catalyst class is: 2. Reactant: [CH3:1][N:2]1[C:11]([C:12]2[S:13][CH:14]=[CH:15][CH:16]=2)=[C:5]2[CH2:6][NH:7][C@@H:8]([CH3:10])[CH2:9][C:4]2=[N:3]1.[Cl:17][C:18]1[CH:19]=[C:20]([NH:24][C:25](=O)[O:26]C2C=CC=CC=2)[CH:21]=[CH:22][CH:23]=1.O. (4) Reactant: [NH2:1][C:2]1[C:7]([CH3:8])=[CH:6][CH:5]=[CH:4][C:3]=1[S:9]([NH:12][CH:13]([CH3:15])[CH3:14])(=[O:11])=[O:10].N1C=CC=CC=1.[F:22][C:23]([F:35])([F:34])[O:24][C:25]1[CH:33]=[CH:32][C:28]([C:29](Cl)=[O:30])=[CH:27][CH:26]=1. Product: [CH3:8][C:7]1[CH:6]=[CH:5][CH:4]=[C:3]([S:9]([NH:12][CH:13]([CH3:15])[CH3:14])(=[O:11])=[O:10])[C:2]=1[NH:1][C:29](=[O:30])[C:28]1[CH:32]=[CH:33][C:25]([O:24][C:23]([F:22])([F:34])[F:35])=[CH:26][CH:27]=1. The catalyst class is: 22. (5) Reactant: Br[CH2:2][C:3]1[C:4]([N+:13]([O-:15])=[O:14])=[C:5]([CH:10]=[CH:11][CH:12]=1)[C:6]([O:8][CH3:9])=[O:7].C[N+]1([O-])CC[O:20]CC1. Product: [CH:2]([C:3]1[C:4]([N+:13]([O-:15])=[O:14])=[C:5]([CH:10]=[CH:11][CH:12]=1)[C:6]([O:8][CH3:9])=[O:7])=[O:20]. The catalyst class is: 210. (6) Reactant: [OH-].[Na+].[C:3]([C:7]1[CH:12]=[CH:11][C:10]([N:13]2[C:17](=[O:18])[C:16](=[C:19]([NH:21][NH:22][C:23](=[O:37])[C:24]3[CH:29]=[CH:28][C:27]([C:30]([O:32]C)=[O:31])=[C:26]([N+:34]([O-:36])=[O:35])[CH:25]=3)[CH3:20])[C:15]([CH3:38])=[N:14]2)=[CH:9][CH:8]=1)([CH3:6])([CH3:5])[CH3:4].Cl. Product: [C:3]([C:7]1[CH:12]=[CH:11][C:10]([N:13]2[C:17](=[O:18])[C:16](=[C:19]([NH:21][NH:22][C:23](=[O:37])[C:24]3[CH:29]=[CH:28][C:27]([C:30]([OH:32])=[O:31])=[C:26]([N+:34]([O-:36])=[O:35])[CH:25]=3)[CH3:20])[C:15]([CH3:38])=[N:14]2)=[CH:9][CH:8]=1)([CH3:4])([CH3:5])[CH3:6]. The catalyst class is: 5. (7) Reactant: [CH3:1][C:2]1[CH:7]=[C:6]([CH3:8])[CH:5]=[CH:4][C:3]=1[N:9]([CH2:23][CH:24]([CH3:26])[CH3:25])[S:10]([C:13]1[CH:18]=[CH:17][C:16]([CH:19]2[CH2:21][O:20]2)=[CH:15][C:14]=1[CH3:22])(=[O:12])=[O:11].[CH3:27][C:28]1([NH2:32])[CH2:31][O:30][CH2:29]1. Product: [CH3:1][C:2]1[CH:7]=[C:6]([CH3:8])[CH:5]=[CH:4][C:3]=1[N:9]([CH2:23][CH:24]([CH3:26])[CH3:25])[S:10]([C:13]1[CH:18]=[CH:17][C:16]([CH:19]([OH:20])[CH2:21][NH:32][C:28]2([CH3:27])[CH2:31][O:30][CH2:29]2)=[CH:15][C:14]=1[CH3:22])(=[O:11])=[O:12]. The catalyst class is: 8.